Dataset: Full USPTO retrosynthesis dataset with 1.9M reactions from patents (1976-2016). Task: Predict the reactants needed to synthesize the given product. (1) Given the product [C:25]([Si:22]([CH3:24])([CH3:23])[O:21][CH2:20][CH2:19][CH2:18][N:11]1[CH:12]=[C:7]([C:3]2[S:4][CH:5]=[CH:6][C:2]=2[CH3:1])[C:8](=[O:14])[NH:9][C:10]1=[O:13])([CH3:28])([CH3:27])[CH3:26], predict the reactants needed to synthesize it. The reactants are: [CH3:1][C:2]1[CH:6]=[CH:5][S:4][C:3]=1[C:7]1[C:8](=[O:14])[NH:9][C:10](=[O:13])[NH:11][CH:12]=1.[H-].[Na+].Br[CH2:18][CH2:19][CH2:20][O:21][Si:22]([C:25]([CH3:28])([CH3:27])[CH3:26])([CH3:24])[CH3:23]. (2) Given the product [CH3:1][O:2][C:3](=[O:66])[C@@H:4]([NH:20][C:21]([CH:23]1[CH2:32][C:31]2[CH:30]=[C:29]3[O:33][CH2:34][C@H:35]([C:37]4[CH:42]=[CH:41][C:40]([O:43][CH2:44][C:45]5[CH:50]=[CH:49][C:48]([Cl:51])=[C:47]([Cl:52])[CH:46]=5)=[CH:39][CH:38]=4)[O:36][C:28]3=[CH:27][C:26]=2[CH2:25][N:24]1[S:53]([C:56]1[S:60][C:59]([NH:61][CH2:68][CH2:69][O:70][CH2:71][CH:72]([C:74](=[O:77])[CH3:80])[Br:73])=[N:58][C:57]=1[CH3:65])(=[O:55])=[O:54])=[O:22])[CH2:5][C:6]1[CH:7]=[CH:8][C:9]([C:12]2[CH:13]=[CH:14][C:15]([C:18]#[N:19])=[CH:16][CH:17]=2)=[CH:10][CH:11]=1, predict the reactants needed to synthesize it. The reactants are: [CH3:1][O:2][C:3](=[O:66])[C@@H:4]([NH:20][C:21]([CH:23]1[CH2:32][C:31]2[CH:30]=[C:29]3[O:33][CH2:34][C@H:35]([C:37]4[CH:42]=[CH:41][C:40]([O:43][CH2:44][C:45]5[CH:50]=[CH:49][C:48]([Cl:51])=[C:47]([Cl:52])[CH:46]=5)=[CH:39][CH:38]=4)[O:36][C:28]3=[CH:27][C:26]=2[CH2:25][N:24]1[S:53]([C:56]1[S:60][C:59]([NH:61]C(=O)C)=[N:58][C:57]=1[CH3:65])(=[O:55])=[O:54])=[O:22])[CH2:5][C:6]1[CH:11]=[CH:10][C:9]([C:12]2[CH:17]=[CH:16][C:15]([C:18]#[N:19])=[CH:14][CH:13]=2)=[CH:8][CH:7]=1.Br[CH2:68][CH2:69][O:70][CH2:71][CH2:72][Br:73].[C:74]([O-:77])([O-])=O.[K+].[K+].[CH3:80]N(C=O)C. (3) Given the product [CH3:1][C:2]1[O:3][C:4]([C:8]2[CH:13]=[CH:12][C:11]([NH:14][C:15]3[S:16][C:27]4[CH2:28][CH2:29][CH2:30][CH:25]([C:21]5[CH:22]=[CH:23][CH:24]=[CH:19][CH:20]=5)[C:26]=4[N:17]=3)=[CH:10][CH:9]=2)=[C:5]([CH3:7])[N:6]=1, predict the reactants needed to synthesize it. The reactants are: [CH3:1][C:2]1[O:3][C:4]([C:8]2[CH:13]=[CH:12][C:11]([NH:14][C:15]([NH2:17])=[S:16])=[CH:10][CH:9]=2)=[C:5]([CH3:7])[N:6]=1.Br[CH:19]1[CH2:24][CH2:23][CH2:22][CH:21]([C:25]2[CH:30]=[CH:29][CH:28]=[CH:27][CH:26]=2)[C:20]1=O. (4) Given the product [C:57]([C:55]1[CH:54]=[C:53]([NH:61][S:62]([CH3:65])(=[O:64])=[O:63])[C:52]([O:66][CH3:67])=[C:51]([NH:50][C:49](=[O:48])[NH:1][C:2]2[C:11]3[C:6](=[CH:7][CH:8]=[CH:9][CH:10]=3)[C:5]([O:12][C:13]3[CH:18]=[CH:17][N:16]=[C:15]([NH:19][C:20]4[CH:21]=[C:22]([CH:37]=[C:38]([C:40]#[CH:41])[CH:39]=4)[C:23]([NH:25][C@@H:26]([CH3:36])[CH2:27][O:28][CH2:29][CH2:30][O:31][CH2:32][CH2:33][O:34][CH3:35])=[O:24])[CH:14]=3)=[CH:4][CH:3]=2)[CH:56]=1)([CH3:60])([CH3:58])[CH3:59], predict the reactants needed to synthesize it. The reactants are: [NH2:1][C:2]1[C:11]2[C:6](=[CH:7][CH:8]=[CH:9][CH:10]=2)[C:5]([O:12][C:13]2[CH:18]=[CH:17][N:16]=[C:15]([NH:19][C:20]3[CH:21]=[C:22]([CH:37]=[C:38]([C:40]#[CH:41])[CH:39]=3)[C:23]([NH:25][C@@H:26]([CH3:36])[CH2:27][O:28][CH2:29][CH2:30][O:31][CH2:32][CH2:33][O:34][CH3:35])=[O:24])[CH:14]=2)=[CH:4][CH:3]=1.C1([O:48][C:49](=O)[NH:50][C:51]2[CH:56]=[C:55]([C:57]([CH3:60])([CH3:59])[CH3:58])[CH:54]=[C:53]([NH:61][S:62]([CH3:65])(=[O:64])=[O:63])[C:52]=2[O:66][CH3:67])C=CC=CC=1.CCN(CC)CC. (5) Given the product [C:12]1([CH:18]([OH:22])[C:19]([OH:26])=[O:20])[CH:17]=[CH:16][CH:15]=[CH:14][CH:13]=1, predict the reactants needed to synthesize it. The reactants are: [Br-].[Li+].C1(C)C=CC=CC=1[Mg]Br.[CH:12]1([CH:18]([OH:22])[C:19](Cl)=[O:20])[CH2:17][CH2:16][CH2:15][CH2:14][CH2:13]1.C1C[O:26]CC1. (6) The reactants are: C([N:8]1[CH:12]=[C:11]([C:13]2[N:21]([CH2:22][O:23][CH2:24][CH2:25][Si:26]([CH3:29])([CH3:28])[CH3:27])[C:20]3[C:19](=[O:30])[N:18]([CH2:31][CH2:32][CH3:33])[C:17]([N:34]4[CH2:38][CH2:37][CH2:36][CH2:35]4)=[N:16][C:15]=3[N:14]=2)[CH:10]=[N:9]1)C1C=CC=CC=1.CS(C)=O.CC([O-])(C)C.[K+].[NH4+].[Cl-]. Given the product [CH2:31]([N:18]1[C:19](=[O:30])[C:20]2[N:21]([CH2:22][O:23][CH2:24][CH2:25][Si:26]([CH3:29])([CH3:28])[CH3:27])[C:13]([C:11]3[CH:12]=[N:8][NH:9][CH:10]=3)=[N:14][C:15]=2[N:16]=[C:17]1[N:34]1[CH2:35][CH2:36][CH2:37][CH2:38]1)[CH2:32][CH3:33], predict the reactants needed to synthesize it. (7) The reactants are: [C:1]([C:3]1[CH:4]=[C:5]([CH:20]=[CH:21][CH:22]=1)[CH2:6][NH:7][C:8](=[O:19])[C:9]1[C:14]([CH2:15][OH:16])=[C:13]([OH:17])[C:12]([CH3:18])=[N:11][CH:10]=1)#[N:2].Cl.[NH2:24][OH:25].C(N(CC)C(C)C)(C)C. Given the product [OH:17][C:13]1[C:12]([CH3:18])=[N:11][CH:10]=[C:9]([C:14]=1[CH2:15][OH:16])[C:8]([NH:7][CH2:6][C:5]1[CH:20]=[CH:21][CH:22]=[C:3]([C:1](=[NH:2])[NH:24][OH:25])[CH:4]=1)=[O:19], predict the reactants needed to synthesize it.